Dataset: Peptide-MHC class II binding affinity with 134,281 pairs from IEDB. Task: Regression. Given a peptide amino acid sequence and an MHC pseudo amino acid sequence, predict their binding affinity value. This is MHC class II binding data. (1) The peptide sequence is MMGMFNMLSTV. The MHC is DRB1_0101 with pseudo-sequence DRB1_0101. The binding affinity (normalized) is 0.524. (2) The peptide sequence is GWAIYTKDNSIRIGSKG. The MHC is DRB1_0401 with pseudo-sequence DRB1_0401. The binding affinity (normalized) is 0.392. (3) The peptide sequence is NNYALFLSPRAQQAS. The MHC is H-2-IAb with pseudo-sequence H-2-IAb. The binding affinity (normalized) is 0.338. (4) The peptide sequence is DSTVIRNLKNAGLIV. The MHC is DRB1_0401 with pseudo-sequence DRB1_0401. The binding affinity (normalized) is 0.413. (5) The peptide sequence is KNVFDDVVPEKYTIG. The MHC is HLA-DQA10401-DQB10402 with pseudo-sequence HLA-DQA10401-DQB10402. The binding affinity (normalized) is 0.263. (6) The binding affinity (normalized) is 0.202. The peptide sequence is CQTPHMWARSIRLLC. The MHC is H-2-IAd with pseudo-sequence H-2-IAd. (7) The peptide sequence is SQDLELDWNLNGLQAY. The MHC is DRB1_1302 with pseudo-sequence DRB1_1302. The binding affinity (normalized) is 0.582. (8) The peptide sequence is AKLMRDIPFRVGAVV. The MHC is HLA-DPA10103-DPB10301 with pseudo-sequence HLA-DPA10103-DPB10301. The binding affinity (normalized) is 0.569. (9) The peptide sequence is KCIEWEKAQAGA. The MHC is DRB1_0401 with pseudo-sequence DRB1_0401. The binding affinity (normalized) is 0.517.